This data is from Forward reaction prediction with 1.9M reactions from USPTO patents (1976-2016). The task is: Predict the product of the given reaction. (1) Given the reactants [CH3:1][CH:2]([CH3:18])[C:3]([NH:5][C:6]1[CH:11]=[CH:10][CH:9]=[C:8]([CH:12]2[CH2:17][CH2:16][NH:15][CH2:14][CH2:13]2)[CH:7]=1)=[O:4].[C:19]1([CH2:25][CH2:26][CH2:27][CH2:28]Cl)[CH:24]=[CH:23][CH:22]=[CH:21][CH:20]=1.C(N(C(C)C)CC)(C)C, predict the reaction product. The product is: [CH3:1][CH:2]([CH3:18])[C:3]([NH:5][C:6]1[CH:11]=[CH:10][CH:9]=[C:8]([CH:12]2[CH2:17][CH2:16][N:15]([CH2:28][CH2:27][CH2:26][CH2:25][C:19]3[CH:24]=[CH:23][CH:22]=[CH:21][CH:20]=3)[CH2:14][CH2:13]2)[CH:7]=1)=[O:4]. (2) The product is: [Br:1][C:2]1[CH:7]=[C:6]([F:8])[CH:5]=[CH:4][C:3]=1[S:9]([NH:13][C:14]1[C:26]([C:27]([O:29][CH3:30])=[O:28])=[C:18]2[O:19][CH2:20][C@H:21]3[CH2:25][CH2:24][CH2:23][N:22]3[C:17]2=[CH:16][CH:15]=1)(=[O:11])=[O:10]. Given the reactants [Br:1][C:2]1[CH:7]=[C:6]([F:8])[CH:5]=[CH:4][C:3]=1[S:9](Cl)(=[O:11])=[O:10].[NH2:13][C:14]1[C:26]([C:27]([O:29][CH3:30])=[O:28])=[C:18]2[O:19][CH2:20][C@H:21]3[CH2:25][CH2:24][CH2:23][N:22]3[C:17]2=[CH:16][CH:15]=1, predict the reaction product. (3) The product is: [CH:20]1([C:5]2[C:6]([NH:8][C:9]3[CH:19]=[CH:18][CH:17]=[CH:16][C:10]=3[C:11]([NH:13][O:14][CH3:15])=[O:12])=[CH:7][C:2]([NH:29][C:28]3[N:24]([CH3:23])[N:25]=[C:26]([CH3:30])[CH:27]=3)=[N:3][CH:4]=2)[CH2:22][CH2:21]1. Given the reactants Cl[C:2]1[CH:7]=[C:6]([NH:8][C:9]2[CH:19]=[CH:18][CH:17]=[CH:16][C:10]=2[C:11]([NH:13][O:14][CH3:15])=[O:12])[C:5]([CH:20]2[CH2:22][CH2:21]2)=[CH:4][N:3]=1.[CH3:23][N:24]1[C:28]([NH2:29])=[CH:27][C:26]([CH3:30])=[N:25]1.C([O-])([O-])=O.[Cs+].[Cs+].CC1(C)C2C(=C(P(C3C=CC=CC=3)C3C=CC=CC=3)C=CC=2)OC2C(P(C3C=CC=CC=3)C3C=CC=CC=3)=CC=CC1=2, predict the reaction product. (4) The product is: [O:1]1[C:5]2[CH:6]=[CH:7][CH:8]=[CH:9][C:4]=2[CH:3]=[C:2]1[C:10]1[N:19]=[C:18]([NH:28][CH2:27][CH2:26][CH2:25][N:24]([CH2:29][CH2:30][CH3:31])[CH2:21][CH2:22][CH3:23])[C:17]2[C:12](=[CH:13][CH:14]=[CH:15][CH:16]=2)[N:11]=1. Given the reactants [O:1]1[C:5]2[CH:6]=[CH:7][CH:8]=[CH:9][C:4]=2[CH:3]=[C:2]1[C:10]1[N:19]=[C:18](Cl)[C:17]2[C:12](=[CH:13][CH:14]=[CH:15][CH:16]=2)[N:11]=1.[CH2:21]([N:24]([CH2:29][CH2:30][CH3:31])[CH2:25][CH2:26][CH2:27][NH2:28])[CH2:22][CH3:23], predict the reaction product.